This data is from Full USPTO retrosynthesis dataset with 1.9M reactions from patents (1976-2016). The task is: Predict the reactants needed to synthesize the given product. Given the product [CH2:15]([O:22][C:23]([N:25]1[CH2:29][C@@H:28]([O:30][Si:31]([C:34]([CH3:35])([CH3:36])[CH3:37])([CH3:33])[CH3:32])[CH2:27][C@@H:26]1[CH:38]([OH:39])[C:2]1[C:3]([CH3:9])=[N:4][N:5]([CH3:8])[C:6]=1[CH3:7])=[O:24])[C:16]1[CH:21]=[CH:20][CH:19]=[CH:18][CH:17]=1, predict the reactants needed to synthesize it. The reactants are: Br[C:2]1[C:3]([CH3:9])=[N:4][N:5]([CH3:8])[C:6]=1[CH3:7].C([Li])CCC.[CH2:15]([O:22][C:23]([N:25]1[CH2:29][C@@H:28]([O:30][Si:31]([C:34]([CH3:37])([CH3:36])[CH3:35])([CH3:33])[CH3:32])[CH2:27][C@@H:26]1[CH:38]=[O:39])=[O:24])[C:16]1[CH:21]=[CH:20][CH:19]=[CH:18][CH:17]=1.